Task: Predict the reaction yield, written as a fraction of the theoretical maximum amount of product (1.0 means a 100% yield; for example, 0.34 means a 34% yield).. Dataset: Reaction yield outcomes from USPTO patents with 853,638 reactions (1) The product is [CH2:33]([C@H:2]([NH:1][C:46](=[O:47])[C@H:45]([C:49]([CH3:51])([CH3:50])[CH3:52])[NH:44][C:42](=[O:43])[O:41][CH3:40])[C@@H:3]([OH:32])[CH2:4][C@@H:5]([CH2:6][C:7]1[CH:12]=[CH:11][C:10]([C:13]2[CH:18]=[CH:17][CH:16]=[CH:15][N:14]=2)=[CH:9][CH:8]=1)[NH:19][C:20](=[O:21])[C@@H:22]([NH:27][C:28](=[O:31])[O:29][CH3:30])[C:23]([CH3:26])([CH3:25])[CH3:24])[C:34]1[CH:35]=[CH:36][CH:37]=[CH:38][CH:39]=1. The catalyst is C1COCC1. The reactants are [NH2:1][C@@H:2]([CH2:33][C:34]1[CH:39]=[CH:38][CH:37]=[CH:36][CH:35]=1)[C@@H:3]([OH:32])[CH2:4][C@H:5]([NH:19][C:20]([C@@H:22]([NH:27][C:28](=[O:31])[O:29][CH3:30])[C:23]([CH3:26])([CH3:25])[CH3:24])=[O:21])[CH2:6][C:7]1[CH:12]=[CH:11][C:10]([C:13]2[CH:18]=[CH:17][CH:16]=[CH:15][N:14]=2)=[CH:9][CH:8]=1.[CH3:40][O:41][C:42]([NH:44][C@@H:45]([C:49]([CH3:52])([CH3:51])[CH3:50])[C:46](O)=[O:47])=[O:43].CCOP(ON1N=NC2C=CC=CC=2C1=O)(OCC)=O.C(N(CC)C(C)C)(C)C. The yield is 0.810. (2) The reactants are [F:1][C:2]1[CH:3]=[CH:4][C:5]([O:19][CH2:20][C:21]([OH:23])=O)=[C:6]([C:8]2[CH:13]=[CH:12][CH:11]=[CH:10][C:9]=2[O:14][C:15]([F:18])([F:17])[F:16])[CH:7]=1.[CH:24]([NH:27][NH:28][C:29]([C:31]1[CH:35]=[CH:34][O:33][CH:32]=1)=[O:30])([CH3:26])[CH3:25].C(NC(C)C)(C)C.C1CN([P+](Br)(N2CCCC2)N2CCCC2)CC1.F[P-](F)(F)(F)(F)F. The catalyst is CN(C=O)C. The product is [F:1][C:2]1[CH:3]=[CH:4][C:5]([O:19][CH2:20][C:21]([N:27]([CH:24]([CH3:26])[CH3:25])[NH:28][C:29]([C:31]2[CH:35]=[CH:34][O:33][CH:32]=2)=[O:30])=[O:23])=[C:6]([C:8]2[CH:13]=[CH:12][CH:11]=[CH:10][C:9]=2[O:14][C:15]([F:16])([F:18])[F:17])[CH:7]=1. The yield is 0.560. (3) The reactants are [C:1]([C:5]1[CH:9]=[C:8]([NH:10][C:11]([NH:13][C:14]2[C:23]3[C:18](=[CH:19][CH:20]=[CH:21][CH:22]=3)[CH:17]=[CH:16][CH:15]=2)=[O:12])[N:7]([C:24]2[CH:29]=[CH:28][C:27]([CH:30]=[O:31])=[CH:26][CH:25]=2)[N:6]=1)([CH3:4])([CH3:3])[CH3:2].[C:32]([Mg]Br)#[CH:33]. The catalyst is C1COCC1. The product is [C:1]([C:5]1[CH:9]=[C:8]([NH:10][C:11]([NH:13][C:14]2[C:23]3[C:18](=[CH:19][CH:20]=[CH:21][CH:22]=3)[CH:17]=[CH:16][CH:15]=2)=[O:12])[N:7]([C:24]2[CH:29]=[CH:28][C:27]([CH:30]([OH:31])[C:32]#[CH:33])=[CH:26][CH:25]=2)[N:6]=1)([CH3:4])([CH3:2])[CH3:3]. The yield is 0.390.